Dataset: Forward reaction prediction with 1.9M reactions from USPTO patents (1976-2016). Task: Predict the product of the given reaction. (1) Given the reactants [O:1]1[CH2:6][CH2:5][CH2:4][CH2:3][CH:2]1[N:7]1[C:15]2[C:10](=[CH:11][C:12]([C:16]#[C:17][CH2:18][OH:19])=[CH:13][CH:14]=2)[CH:9]=[N:8]1, predict the reaction product. The product is: [O:1]1[CH2:6][CH2:5][CH2:4][CH2:3][CH:2]1[N:7]1[C:15]2[C:10](=[CH:11][C:12]([C:16]#[C:17][CH:18]=[O:19])=[CH:13][CH:14]=2)[CH:9]=[N:8]1. (2) Given the reactants [CH3:1][CH2:2][C@@:3]1([OH:59])[CH2:21][N:19]2[CH2:20][C@H:5]([CH2:6][C@:7]([C:55]([O:57][CH3:58])=[O:56])([C:22]3[CH:23]=[C:24]4[C@:32]56[C@@H:36]7[C@:37]([CH2:52][CH3:53])([C@@H:41]([O:48]C(C)=O)[C@:42]([OH:47])([C:43]([O:45][CH3:46])=[O:44])[C@@H:31]5[N:30]([CH3:54])[C:25]4=[CH:26][C:27]=3[O:28][CH3:29])[CH:38]=[CH:39][CH2:40][N:35]7[CH2:34][CH2:33]6)[C:8]3[NH:16][C:15]4[CH:14]=[CH:13][CH:12]=[CH:11][C:10]=4[C:9]=3[CH2:17][CH2:18]2)[CH2:4]1.C[O-].[Na+], predict the reaction product. The product is: [CH3:1][CH2:2][C@@:3]1([OH:59])[CH2:21][N:19]2[CH2:20][C@@H:5]([CH2:6][C@:7]([C:55]([O:57][CH3:58])=[O:56])([C:22]3[CH:23]=[C:24]4[C:32]56[C@@H:31]([N:30]([CH3:54])[C:25]4=[CH:26][C:27]=3[O:28][CH3:29])[C@@:42]([OH:47])([C:43]([O:45][CH3:46])=[O:44])[C@H:41]([OH:48])[C@:37]3([CH2:52][CH3:53])[CH:38]=[CH:39][CH2:40][N:35]([C@H:36]53)[CH2:34][CH2:33]6)[C:8]3[NH:16][C:15]4[C:10](=[CH:11][CH:12]=[CH:13][CH:14]=4)[C:9]=3[CH2:17][CH2:18]2)[CH2:4]1. (3) Given the reactants [CH3:1][O:2][C:3]1[CH:8]=[CH:7][C:6]([N:9]2[C:13]([CH2:14][CH2:15][CH:16]=O)=[CH:12][C:11]([CH2:18][CH2:19][CH3:20])=[N:10]2)=[CH:5][CH:4]=1.[F:21][C:22]1[CH:27]=[CH:26][CH:25]=[CH:24][C:23]=1[N:28]1[CH2:33][CH2:32][NH:31][CH2:30][CH2:29]1.[BH3-]C#N.[Na+], predict the reaction product. The product is: [F:21][C:22]1[CH:27]=[CH:26][CH:25]=[CH:24][C:23]=1[N:28]1[CH2:33][CH2:32][N:31]([CH2:16][CH2:15][CH2:14][C:13]2[N:9]([C:6]3[CH:7]=[CH:8][C:3]([O:2][CH3:1])=[CH:4][CH:5]=3)[N:10]=[C:11]([CH2:18][CH2:19][CH3:20])[CH:12]=2)[CH2:30][CH2:29]1. (4) Given the reactants Br[C:2]1[CH:3]=[C:4]([CH:9]=[CH:10][C:11]([O:13]CC)=[O:12])[CH:5]=[CH:6][C:7]=1[OH:8].[CH2:16]([O:19][C:20]1[C:25]([C:26]([CH3:29])([CH3:28])[CH3:27])=[CH:24][C:23]([C:30]([CH3:33])([CH3:32])[CH3:31])=[CH:22][C:21]=1B(O)O)[CH2:17][CH3:18], predict the reaction product. The product is: [C:26]([C:25]1[C:20]([O:19][CH2:16][CH2:17][CH3:18])=[C:21]([C:2]2[C:7]([OH:8])=[CH:6][CH:5]=[C:4]([CH:9]=[CH:10][C:11]([OH:13])=[O:12])[CH:3]=2)[CH:22]=[C:23]([C:30]([CH3:33])([CH3:32])[CH3:31])[CH:24]=1)([CH3:29])([CH3:27])[CH3:28]. (5) Given the reactants Cl.[C:2]([C:6]1[CH:10]=[C:9]([CH2:11][NH2:12])[N:8]([C:13]2[CH:18]=[CH:17][CH:16]=[C:15]([F:19])[CH:14]=2)[N:7]=1)([CH3:5])([CH3:4])[CH3:3].C(N(CC)CC)C.[Si:27]([O:34][CH2:35][CH2:36][C:37]1[N:42]=[CH:41][C:40]([NH:43][C:44](=O)[O:45]C2C=CC=CC=2)=[CH:39][CH:38]=1)([C:30]([CH3:33])([CH3:32])[CH3:31])([CH3:29])[CH3:28], predict the reaction product. The product is: [C:2]([C:6]1[CH:10]=[C:9]([CH2:11][NH:12][C:44]([NH:43][C:40]2[CH:41]=[N:42][C:37]([CH2:36][CH2:35][O:34][Si:27]([C:30]([CH3:33])([CH3:32])[CH3:31])([CH3:29])[CH3:28])=[CH:38][CH:39]=2)=[O:45])[N:8]([C:13]2[CH:18]=[CH:17][CH:16]=[C:15]([F:19])[CH:14]=2)[N:7]=1)([CH3:5])([CH3:3])[CH3:4]. (6) The product is: [OH:11][N:10]=[CH:2][CH2:3][CH2:4][NH:5][C:6]([NH2:8])=[NH:7]. Given the reactants O=[CH:2][CH2:3][CH2:4][NH:5][C:6]([NH2:8])=[NH:7].Cl.[NH2:10][OH:11], predict the reaction product. (7) Given the reactants C([Li])CCC.Br[C:7]1[CH:12]=[CH:11][C:10]([C:13]2[CH2:14][CH2:15][N:16]([CH2:19][C:20]3[CH:25]=[CH:24][CH:23]=[CH:22][CH:21]=3)[CH2:17][CH:18]=2)=[CH:9][CH:8]=1.[C:26](=[O:28])=[O:27], predict the reaction product. The product is: [C:20]1([CH2:19][N:16]2[CH2:17][CH:18]=[C:13]([C:10]3[CH:11]=[CH:12][C:7]([C:26]([OH:28])=[O:27])=[CH:8][CH:9]=3)[CH2:14][CH2:15]2)[CH:25]=[CH:24][CH:23]=[CH:22][CH:21]=1.